From a dataset of Forward reaction prediction with 1.9M reactions from USPTO patents (1976-2016). Predict the product of the given reaction. (1) Given the reactants [CH3:1][O:2][C:3]1[CH:12]=[C:11]2[C:6]([CH2:7][CH2:8][CH2:9][C:10]2=O)=[CH:5][CH:4]=1.C[Si]([C:18]#[N:19])(C)C.N1C=CC=CC=1.O=P(Cl)(Cl)Cl.[OH-].[Na+].ClC1C(=O)C(C#N)=C(C#N)C(=O)C=1Cl, predict the reaction product. The product is: [CH3:1][O:2][C:3]1[CH:12]=[C:11]2[C:6]([CH:7]=[CH:8][CH:9]=[C:10]2[C:18]#[N:19])=[CH:5][CH:4]=1. (2) Given the reactants [CH2:1]([C:3]1[C:8](=[O:9])[NH:7][C:6]([CH3:10])=[C:5]([C:11]2[S:15][C:14]([S:16]([Cl:19])(=[O:18])=[O:17])=[CH:13][CH:12]=2)[CH:4]=1)[CH3:2].[CH3:20][NH:21][CH:22]1[CH2:26][CH2:25][N:24]([CH3:27])[CH2:23]1, predict the reaction product. The product is: [ClH:19].[CH3:20][N:21]([CH:22]1[CH2:26][CH2:25][N:24]([CH3:27])[CH2:23]1)[S:16]([C:14]1[S:15][C:11]([C:5]2[CH:4]=[C:3]([CH2:1][CH3:2])[C:8](=[O:9])[NH:7][C:6]=2[CH3:10])=[CH:12][CH:13]=1)(=[O:18])=[O:17].